This data is from Full USPTO retrosynthesis dataset with 1.9M reactions from patents (1976-2016). The task is: Predict the reactants needed to synthesize the given product. (1) Given the product [CH2:93]([N:52]([CH2:48][CH2:49][CH2:50][CH3:51])[C:53]([C:55]1[N:56]=[C:57]([C:69]2[CH:78]=[CH:77][C:72]([C:73]([OH:75])=[O:74])=[CH:71][C:70]=2[C:79]([N:81]2[C@H:90]([CH2:91][OH:92])[CH2:89][C:88]3[C:83](=[CH:84][CH:85]=[CH:86][CH:87]=3)[CH2:82]2)=[O:80])[N:58]([CH2:60][CH2:61][CH2:62][N:63]2[CH2:68][CH2:67][O:66][CH2:65][CH2:64]2)[CH:59]=1)=[O:54])[CH2:94][CH2:95][CH3:96], predict the reactants needed to synthesize it. The reactants are: C(N(CCCC)C(C1N=C(C2C=CC(C(O)=O)=CC=2C(N2[C@H](CO)CC3C(=CC=CC=3)C2)=O)N(CCC2C=CC=CC=2)C=1)=O)CCC.[CH2:48]([N:52]([CH2:93][CH2:94][CH2:95][CH3:96])[C:53]([C:55]1[N:56]=[C:57]([C:69]2[CH:78]=[CH:77][C:72]([C:73]([O:75]C)=[O:74])=[CH:71][C:70]=2[C:79]([N:81]2[C@H:90]([CH2:91][OH:92])[CH2:89][C:88]3[C:83](=[CH:84][CH:85]=[CH:86][CH:87]=3)[CH2:82]2)=[O:80])[N:58]([CH2:60][CH2:61][CH2:62][N:63]2[CH2:68][CH2:67][O:66][CH2:65][CH2:64]2)[CH:59]=1)=[O:54])[CH2:49][CH2:50][CH3:51]. (2) Given the product [CH:17]1[C:25]2[C:24]3[CH:26]=[CH:27][CH:28]=[CH:29][C:23]=3[O:22][C:21]=2[CH:20]=[CH:19][C:18]=1[N:30]([C:2]1[CH:7]=[CH:6][C:5]([CH:8]=[CH:9][C:10]2[CH:15]=[CH:14][C:13]([N:30]([C:31]3[CH:36]=[CH:35][CH:34]=[CH:33][CH:32]=3)[C:18]3[CH:19]=[CH:20][C:21]4[O:22][C:23]5[CH:29]=[CH:28][CH:27]=[CH:26][C:24]=5[C:25]=4[CH:17]=3)=[CH:12][CH:11]=2)=[CH:4][CH:3]=1)[C:31]1[CH:36]=[CH:35][CH:34]=[CH:33][CH:32]=1, predict the reactants needed to synthesize it. The reactants are: Br[C:2]1[CH:7]=[CH:6][C:5]([CH:8]=[CH:9][C:10]2[CH:15]=[CH:14][C:13](Br)=[CH:12][CH:11]=2)=[CH:4][CH:3]=1.[CH:17]1[C:25]2[C:24]3[CH:26]=[CH:27][CH:28]=[CH:29][C:23]=3[O:22][C:21]=2[CH:20]=[CH:19][C:18]=1[NH:30][C:31]1[CH:36]=[CH:35][CH:34]=[CH:33][CH:32]=1. (3) Given the product [O:9]1[C:8]2[CH:7]=[CH:6][C:5]([C:15]3[C:23]4[C:18](=[N:19][CH:20]=[CH:21][CH:22]=4)[NH:17][C:16]=3[CH3:24])=[CH:4][C:3]=2[O:2][CH2:10]1, predict the reactants needed to synthesize it. The reactants are: C[O:2][C:3]1[CH:4]=[C:5](B(O)O)[CH:6]=[CH:7][C:8]=1[O:9][CH3:10].Br[C:15]1[C:23]2[C:18](=[N:19][CH:20]=[CH:21][CH:22]=2)[NH:17][C:16]=1[CH3:24].CC1(C)C(C)(C)OB(C2C=CC3OCOC=3C=2)O1. (4) Given the product [NH2:36][C@H:32]1[C@H:31]([O:30][CH3:29])[CH2:35][N:34]([C:2]2[C:21]([C:22]3[NH:26][N:25]=[CH:24][CH:23]=3)=[CH:20][C:5]([C:6]([NH:8][C:9]3[CH:10]=[CH:11][C:12]([O:15][C:16]([F:19])([F:18])[F:17])=[CH:13][CH:14]=3)=[O:7])=[CH:4][N:3]=2)[CH2:33]1, predict the reactants needed to synthesize it. The reactants are: Cl[C:2]1[C:21]([C:22]2[NH:26][N:25]=[CH:24][CH:23]=2)=[CH:20][C:5]([C:6]([NH:8][C:9]2[CH:14]=[CH:13][C:12]([O:15][C:16]([F:19])([F:18])[F:17])=[CH:11][CH:10]=2)=[O:7])=[CH:4][N:3]=1.Cl.Cl.[CH3:29][O:30][C@@H:31]1[CH2:35][NH:34][CH2:33][C@H:32]1[NH2:36]. (5) Given the product [F:1][C:2]1[CH:3]=[CH:4][C:5]([O:29][CH3:30])=[C:6]([C:8]2[CH:13]=[CH:12][N:11]=[C:10]3[NH:14][C:15]([C:17]4[CH2:23][CH:22]5[N:24]([CH2:25][C:26]([N:72]6[CH2:75][CH:74]([OH:76])[CH2:73]6)=[O:27])[CH:19]([CH2:20][CH2:21]5)[CH:18]=4)=[CH:16][C:9]=23)[CH:7]=1, predict the reactants needed to synthesize it. The reactants are: [F:1][C:2]1[CH:3]=[CH:4][C:5]([O:29][CH3:30])=[C:6]([C:8]2[CH:13]=[CH:12][N:11]=[C:10]3[NH:14][C:15]([C:17]4[CH2:23][CH:22]5[N:24]([CH2:25][C:26](O)=[O:27])[CH:19]([CH2:20][CH2:21]5)[CH:18]=4)=[CH:16][C:9]=23)[CH:7]=1.F[P-](F)(F)(F)(F)F.N1(O[P+](N2CCCC2)(N2CCCC2)N2CCCC2)C2C=CC=CC=2N=N1.C(N(CC)CC)C.Cl.[NH:72]1[CH2:75][CH:74]([OH:76])[CH2:73]1. (6) Given the product [C:33]([C:30]1[CH:29]=[CH:28][C:27]([CH2:26][C:11]23[CH2:10][CH2:9][NH:8][N:15]2[C:14](=[O:16])[N:13]([C:17]2[CH:22]=[C:21]([Cl:23])[N:20]=[C:19]([Cl:24])[CH:18]=2)[C:12]3=[O:25])=[CH:32][CH:31]=1)#[N:34], predict the reactants needed to synthesize it. The reactants are: C(OC([N:8]1[N:15]2[C:11]([CH2:26][C:27]3[CH:32]=[CH:31][C:30]([C:33]#[N:34])=[CH:29][CH:28]=3)([C:12](=[O:25])[N:13]([C:17]3[CH:22]=[C:21]([Cl:23])[N:20]=[C:19]([Cl:24])[CH:18]=3)[C:14]2=[O:16])[CH2:10][CH2:9]1)=O)(C)(C)C.C(O)(C(F)(F)F)=O.